This data is from Forward reaction prediction with 1.9M reactions from USPTO patents (1976-2016). The task is: Predict the product of the given reaction. (1) The product is: [Cl:9][C:6]1[CH:5]=[CH:4][C:3]([NH:10][C:11](=[O:16])[C:12]([F:14])([F:15])[F:13])=[CH:2][C:7]=1[F:8]. Given the reactants Br[C:2]1[C:7]([F:8])=[C:6]([Cl:9])[CH:5]=[CH:4][C:3]=1[NH:10][C:11](=[O:16])[C:12]([F:15])([F:14])[F:13].FC(F)(F)C(OC(=O)C(F)(F)F)=O.C(=O)([O-])[O-].[Na+].[Na+].ClC1C=CC(N)=CC=1F, predict the reaction product. (2) Given the reactants C(#N)C.FC(F)(F)C(O)=O.[Br:11][C:12]1[C:13]([OH:18])=[N:14][CH:15]=[CH:16][CH:17]=1.[I:19]N1C(=O)CCC1=O, predict the reaction product. The product is: [Br:11][C:12]1[C:13]([OH:18])=[N:14][CH:15]=[C:16]([I:19])[CH:17]=1. (3) Given the reactants [C:1]([C@@H:4]([NH:12][S:13]([C:16]1[S:17][C:18]([Cl:21])=[CH:19][CH:20]=1)(=[O:15])=[O:14])[C@H:5]([CH3:11])[CH2:6][C:7]([F:10])([F:9])[F:8])(=[O:3])[CH3:2].[CH3:22][Mg]Br.CCOC(C)=O.CCCCCC, predict the reaction product. The product is: [Cl:21][C:18]1[S:17][C:16]([S:13]([NH:12][C@H:4]([C:1]([OH:3])([CH3:22])[CH3:2])[C@H:5]([CH3:11])[CH2:6][C:7]([F:10])([F:9])[F:8])(=[O:15])=[O:14])=[CH:20][CH:19]=1.